Dataset: Full USPTO retrosynthesis dataset with 1.9M reactions from patents (1976-2016). Task: Predict the reactants needed to synthesize the given product. (1) Given the product [C:1]1([CH:7]2[CH2:8][CH2:9][N:10]([C:19](=[O:21])[CH3:20])[CH2:11][CH2:12]2)[CH:6]=[CH:5][CH:4]=[CH:3][CH:2]=1, predict the reactants needed to synthesize it. The reactants are: [C:1]1([CH:7]2[CH2:12][CH2:11][NH:10][CH2:9][CH2:8]2)[CH:6]=[CH:5][CH:4]=[CH:3][CH:2]=1.N1C=CC=CC=1.[C:19](Cl)(=[O:21])[CH3:20]. (2) The reactants are: [CH3:1][O:2][C:3](=[O:16])[C:4]1[CH:9]=[CH:8][C:7]([O:10][CH3:11])=[C:6]([O:12][CH2:13][CH2:14]Cl)[CH:5]=1.[N-:17]=[N+:18]=[N-:19].[Na+].CCOC(C)=O. Given the product [CH3:1][O:2][C:3](=[O:16])[C:4]1[CH:9]=[CH:8][C:7]([O:10][CH3:11])=[C:6]([O:12][CH2:13][CH2:14][N:17]=[N+:18]=[N-:19])[CH:5]=1, predict the reactants needed to synthesize it.